Dataset: Full USPTO retrosynthesis dataset with 1.9M reactions from patents (1976-2016). Task: Predict the reactants needed to synthesize the given product. Given the product [Br:24][C:9]1[CH:10]=[CH:11][C:2]2[N:1]([CH:12]3[CH2:16][CH2:15][N:14]([C:17]([O:19][C:20]([CH3:23])([CH3:22])[CH3:21])=[O:18])[CH2:13]3)[CH2:7][CH2:6][CH2:5][CH2:4][C:3]=2[CH:8]=1, predict the reactants needed to synthesize it. The reactants are: [N:1]1([CH:12]2[CH2:16][CH2:15][N:14]([C:17]([O:19][C:20]([CH3:23])([CH3:22])[CH3:21])=[O:18])[CH2:13]2)[CH2:7][CH2:6][CH2:5][CH2:4][C:3]2[CH:8]=[CH:9][CH:10]=[CH:11][C:2]1=2.[Br:24]N1C(=O)CCC1=O.